This data is from NCI-60 drug combinations with 297,098 pairs across 59 cell lines. The task is: Regression. Given two drug SMILES strings and cell line genomic features, predict the synergy score measuring deviation from expected non-interaction effect. (1) Drug 1: CC1=CC=C(C=C1)C2=CC(=NN2C3=CC=C(C=C3)S(=O)(=O)N)C(F)(F)F. Drug 2: CC(C)(C#N)C1=CC(=CC(=C1)CN2C=NC=N2)C(C)(C)C#N. Cell line: NCI-H226. Synergy scores: CSS=1.59, Synergy_ZIP=-1.05, Synergy_Bliss=-1.59, Synergy_Loewe=-1.28, Synergy_HSA=-2.43. (2) Drug 1: CNC(=O)C1=CC=CC=C1SC2=CC3=C(C=C2)C(=NN3)C=CC4=CC=CC=N4. Drug 2: CN(CC1=CN=C2C(=N1)C(=NC(=N2)N)N)C3=CC=C(C=C3)C(=O)NC(CCC(=O)O)C(=O)O. Cell line: SK-MEL-2. Synergy scores: CSS=13.0, Synergy_ZIP=-2.58, Synergy_Bliss=-0.123, Synergy_Loewe=-5.09, Synergy_HSA=-4.23. (3) Drug 1: C1=C(C(=O)NC(=O)N1)N(CCCl)CCCl. Drug 2: CC1=C2C(C(=O)C3(C(CC4C(C3C(C(C2(C)C)(CC1OC(=O)C(C(C5=CC=CC=C5)NC(=O)OC(C)(C)C)O)O)OC(=O)C6=CC=CC=C6)(CO4)OC(=O)C)O)C)O. Cell line: SK-MEL-2. Synergy scores: CSS=33.3, Synergy_ZIP=-3.97, Synergy_Bliss=-0.0655, Synergy_Loewe=-9.31, Synergy_HSA=0.485. (4) Drug 1: COC1=C(C=C2C(=C1)N=CN=C2NC3=CC(=C(C=C3)F)Cl)OCCCN4CCOCC4. Drug 2: C1=NC2=C(N1)C(=S)N=CN2. Cell line: MDA-MB-435. Synergy scores: CSS=15.8, Synergy_ZIP=-9.51, Synergy_Bliss=-16.8, Synergy_Loewe=-29.4, Synergy_HSA=-14.8. (5) Synergy scores: CSS=11.2, Synergy_ZIP=-0.950, Synergy_Bliss=1.94, Synergy_Loewe=-2.56, Synergy_HSA=0.351. Cell line: HS 578T. Drug 1: CC(CN1CC(=O)NC(=O)C1)N2CC(=O)NC(=O)C2. Drug 2: CCCCCOC(=O)NC1=NC(=O)N(C=C1F)C2C(C(C(O2)C)O)O.